This data is from Full USPTO retrosynthesis dataset with 1.9M reactions from patents (1976-2016). The task is: Predict the reactants needed to synthesize the given product. (1) Given the product [CH3:23][S:24]([O:1][CH2:2][C:3]1[CH:4]=[C:5]([CH:13]=[CH:14][CH:15]=1)[O:6][CH2:7][C:8]([O:10][CH2:11][CH3:12])=[O:9])(=[O:26])=[O:25], predict the reactants needed to synthesize it. The reactants are: [OH:1][CH2:2][C:3]1[CH:4]=[C:5]([CH:13]=[CH:14][CH:15]=1)[O:6][CH2:7][C:8]([O:10][CH2:11][CH3:12])=[O:9].C(N(CC)CC)C.[CH3:23][S:24](Cl)(=[O:26])=[O:25].O. (2) Given the product [Br:20][CH:4]1[C:3]2[C:7](=[CH:8][C:9]([F:11])=[CH:10][C:2]=2[F:1])[C:6](=[O:12])[O:5]1, predict the reactants needed to synthesize it. The reactants are: [F:1][C:2]1[CH:10]=[C:9]([F:11])[CH:8]=[C:7]2[C:3]=1[CH2:4][O:5][C:6]2=[O:12].C1C(=O)N([Br:20])C(=O)C1.C(OOC(=O)C1C=CC=CC=1)(=O)C1C=CC=CC=1.O. (3) Given the product [NH:1]1[C:9]2[C:4](=[CH:5][C:6]([CH:10]([C:17]3[CH:22]=[CH:21][CH:20]=[CH:19][CH:18]=3)[C:11]([CH3:16])([CH3:15])[C:12]([NH:23][C:24]3[S:25][CH:26]=[N:27][N:28]=3)=[O:13])=[CH:7][CH:8]=2)[CH:3]=[N:2]1, predict the reactants needed to synthesize it. The reactants are: [NH:1]1[C:9]2[C:4](=[CH:5][C:6]([CH:10]([C:17]3[CH:22]=[CH:21][CH:20]=[CH:19][CH:18]=3)[C:11]([CH3:16])([CH3:15])[C:12](O)=[O:13])=[CH:7][CH:8]=2)[CH:3]=[N:2]1.[NH2:23][C:24]1[S:25][CH:26]=[N:27][N:28]=1. (4) Given the product [CH2:7]([O:8][N:9]1[C:15](=[O:16])[N:14]2[CH2:17][C@H:10]1[CH2:11][CH2:12][C@H:13]2[C:18]([NH:37][C:38]1[CH:43]=[CH:42][C:41]([Br:44])=[CH:40][N:39]=1)=[O:20])[C:1]1[CH:2]=[CH:3][CH:4]=[CH:5][CH:6]=1, predict the reactants needed to synthesize it. The reactants are: [C:1]1([CH2:7][O:8][N:9]2[C:15](=[O:16])[N:14]3[CH2:17][C@H:10]2[CH2:11][CH2:12][C@H:13]3[C:18]([OH:20])=O)[CH:6]=[CH:5][CH:4]=[CH:3][CH:2]=1.C(N(CC)CC)C.[I-].ClC1C=CC=C[N+]=1C.[NH2:37][C:38]1[CH:43]=[CH:42][C:41]([Br:44])=[CH:40][N:39]=1. (5) Given the product [F:32][C:33]1[CH:38]=[CH:37][CH:36]=[CH:35][C:34]=1[C@H:39]([N:41]([CH2:42][C:43]1[CH:44]=[CH:45][C:46]([C:47]([O:49][CH3:50])=[O:48])=[CH:51][CH:52]=1)[C:21]([C@@H:20]1[CH2:19][C:18]2[C:13](=[CH:14][CH:15]=[CH:16][CH:17]=2)[CH2:12][N:11]1[C:9]([O:8][CH2:1][C:2]1[CH:7]=[CH:6][CH:5]=[CH:4][CH:3]=1)=[O:10])=[O:22])[CH3:40], predict the reactants needed to synthesize it. The reactants are: [CH2:1]([O:8][C:9]([N:11]1[C@H:20]([C:21](O)=[O:22])[CH2:19][C:18]2[C:13](=[CH:14][CH:15]=[CH:16][CH:17]=2)[CH2:12]1)=[O:10])[C:2]1[CH:7]=[CH:6][CH:5]=[CH:4][CH:3]=1.ClC(N(C)C)=C(C)C.[F:32][C:33]1[CH:38]=[CH:37][CH:36]=[CH:35][C:34]=1[C@H:39]([NH:41][CH2:42][C:43]1[CH:52]=[CH:51][C:46]([C:47]([O:49][CH3:50])=[O:48])=[CH:45][CH:44]=1)[CH3:40].CCN(C(C)C)C(C)C.